Dataset: Drug-target binding data from BindingDB using Ki measurements. Task: Regression. Given a target protein amino acid sequence and a drug SMILES string, predict the binding affinity score between them. We predict pKi (pKi = -log10(Ki in M); higher means stronger inhibition). Dataset: bindingdb_ki. (1) The small molecule is O=C(O)Cc1ccc(Cl)cc1. The target protein sequence is ASRLLLNNGAKMPILGLGTWKSPPGQVTEAVKVAIDVGYRHIDCAHVYQNENEVGVAIQEKLREQVVKREELFIVSKLWCTYHEKGLVKGACQKTLSDLKLDYLDLYLIHWPTGFKPGKEFFPLDESGNVVPSDTNILDTWAAMEELVDEGLVKAIGISNFNHLQVEMILNKPGLKYKPAVNQIECHPYLTQEKLIQYCQSKGIVVTAYSPLGSPDRPYAKPEDPSLLEDPRIKAIAAKHNKTTAQVLIRFPMQRNLVVIPKSVTPERIAENFKVFDFELSSQDMTTLLSYNRNWRVAALLSCTSHKDYPFHEEF. The pKi is 3.8. (2) The pKi is 6.5. The target is MLLARMKPQVQPELGGADQ. The drug is CSc1ccc([C@@H]2CN3CCC[C@@H]3c3ccccc32)cc1. (3) The drug is O=C(O)CC/C=C(\C(=O)O)[C@@H](O)C(=O)O. The target protein (P40495) has sequence MFRSVATRLSACRGLASNAARKSLTIGLIPGDGIGKEVIPAGKQVLENLNSKHGLSFNFIDLYAGFQTFQETGKALPDETVKVLKEQCQGALFGAVQSPTTKVEGYSSPIVALRREMGLFANVRPVKSVEGEKGKPIDMVIVRENTEDLYIKIEKTYIDKATGTRVADATKRISEIATRRIATIALDIALKRLQTRGQATLTVTHKSNVLSQSDGLFREICKEVYESNKDKYGQIKYNEQIVDSMVYRLFREPQCFDVIVAPNLYGDILSDGAAALVGSLGVVPSANVGPEIVIGEPCHGSAPDIAGKGIANPIATIRSTALMLEFLGHNEAAQDIYKAVDANLREGSIKTPDLGGKASTQQVVDDVLSRL. The pKi is 4.1. (4) The compound is O=P(O)(O)C(O)(COc1cccc(-c2cccc(-c3ccccc3)c2)c1)P(=O)(O)O. The target protein (Q12051) has sequence MEAKIDELINNDPVWSSQNESLISKPYNHILLKPGKNFRLNLIVQINRVMNLPKDQLAIVSQIVELLHNSSLLIDDIEDNAPLRRGQTTSHLIFGVPSTINTANYMYFRAMQLVSQLTTKEPLYHNLITIFNEELINLHRGQGLDIYWRDFLPEIIPTQEMYLNMVMNKTGGLFRLTLRLMEALSPSSHHGHSLVPFINLLGIIYQIRDDYLNLKDFQMSSEKGFAEDITEGKLSFPIVHALNFTKTKGQTEQHNEILRILLLRTSDKDIKLKLIQILEFDTNSLAYTKNFINQLVNMIKNDNENKYLPDLASHSDTATNLHDELLYIIDHLSEL. The pKi is 7.2. (5) The drug is O=c1c2[nH]cnc2n(C2CCCCC2)c(=O)n1C1CCCCC1. The target protein sequence is MEPLLLLSLALFSDAMVMDEKVKSGVELDTASAICNYDAHYKDHTKYWCRGYFRDSCNIIAFTPNSSNRVALKDTGDQLIITVSCLVKEDTGWYWCGIQRDFARDDMDFTKLIVTDNREDRANGLSPGTSGNRTRSCKTSKAVQKAEGSRMSILIVCVLISGLGIIFLISHMSRGRRSQRNRGVTGKSINRNPQASQAPSMVSIPLTVLPKVPRQNGQQKALQWTGNATKTG. The pKi is 8.0. (6) The small molecule is CSCC[C@H](NC(=O)[C@@H](NC(=O)[C@@H](NC(=O)[C@H](CCC(=O)O)NC(=O)[C@H](Cc1c[nH]c2ccccc12)NC(=O)[C@H](CCC(=O)O)NC(=O)[C@H](CCC(=O)O)NC(=O)[C@H](CCC(N)=O)NC(=O)[C@@H](N)CC(C)C)[C@@H](C)OP(=O)([O-])[O-])C(C)C)C(=O)O. The target protein sequence is MSADAAAGAPLPRLCCLEKGPNGYGFHLHGEKGKLGQYIRLVEPGSPAEKAGLLAGDRLVEVNGENVEKETHQQVVSRIRAALNAVRLLVVDPETDEQLQKLGVQVREELLRAQEAPGQAEPPAAAEVQGAGNENEPREA. The pKi is 3.9. (7) The small molecule is CC[C@@H](C)[C@H](NC(=O)[C@H](Cc1ccc(O)cc1)NC(=O)[C@@H]1CCCN1C(=O)[C@@H](N)CCCN)C(=O)N[C@@H](CC(C)C)C(=O)O. The target protein (P20789) has sequence MHLNSSVPQGTPGEPDAQPFSGPQSEMEATFLALSLSNGSGNTSESDTAGPNSDLDVNTDIYSKVLVTAIYLALFVVGTVGNSVTAFTLARKKSLQSLQSTVHYHLGSLALSDLLILLLAMPVELYNFIWVHHPWAFGDAGCRGYYFLRDACTYATALNVASLSVERYLAICHPFKAKTLMSRSRTKKFISAIWLASALLAIPMLFTMGLQNRSGDGTHPGGLVCTPIVDTATVKVVIQVNTFMSFLFPMLVISILNTVIANKLTVMVHQAAEQGRVCTVGTHNGLEHSTFNMTIEPGRVQALRHGVLVLRAVVIAFVVCWLPYHVRRLMFCYISDEQWTTFLFDFYHYFYMLTNALFYVSSAINPILYNLVSANFRQVFLSTLACLCPGWRHRRKKRPTFSRKPNSMSSNHAFSTSATRETLY. The pKi is 6.3. (8) The compound is Nc1nccc(Nc2ccc(S(N)(=O)=O)cc2)n1. The target protein sequence is VDSSGTWCYDSQDPKCGPAHWKELAPACGGPTQSPINIDLRLVQRDYTLKPFIFQGYDSAPQDPWVLENDGHTVLLRVNSCQQNCPAIRGAGLPSPEYRLLQLHFHWGSPGHQGSEHSLDEKHGSMEMHMVHMNTKYQSMEDARSQPDGFAILAVLLVEEDRDNTNFSAIVSGLKNLSSPGVAVNLTSTFALASLLPSALRLLRYYRYSGSLTTPGCEPAVLWTVFENTVPIGHAQVVQFQAVLQTGPPGLHPRPLTSNFRPQQPLGGRRISASPEASVRSSVSTLPCLHLALVGLGVGLRLWQGP. The pKi is 7.2.